Task: Regression. Given two drug SMILES strings and cell line genomic features, predict the synergy score measuring deviation from expected non-interaction effect.. Dataset: NCI-60 drug combinations with 297,098 pairs across 59 cell lines (1) Drug 1: C#CCC(CC1=CN=C2C(=N1)C(=NC(=N2)N)N)C3=CC=C(C=C3)C(=O)NC(CCC(=O)O)C(=O)O. Drug 2: C1=NC2=C(N1)C(=S)N=CN2. Cell line: MALME-3M. Synergy scores: CSS=19.3, Synergy_ZIP=-3.07, Synergy_Bliss=-1.07, Synergy_Loewe=-0.298, Synergy_HSA=0.614. (2) Drug 1: CC(C1=C(C=CC(=C1Cl)F)Cl)OC2=C(N=CC(=C2)C3=CN(N=C3)C4CCNCC4)N. Drug 2: C1=C(C(=O)NC(=O)N1)F. Cell line: IGROV1. Synergy scores: CSS=37.2, Synergy_ZIP=6.42, Synergy_Bliss=5.87, Synergy_Loewe=5.75, Synergy_HSA=5.99.